From a dataset of Forward reaction prediction with 1.9M reactions from USPTO patents (1976-2016). Predict the product of the given reaction. (1) The product is: [N:10]1[N:9]=[CH:8][N:6]2[CH:7]=[C:2]([C:17]3[C:18]([CH3:22])=[CH:19][CH:20]=[C:21]4[C:16]=3[N:15]=[N:14][C:13]([C:24]([NH2:26])=[O:25])=[C:12]4[NH2:11])[CH:3]=[CH:4][C:5]=12. Given the reactants Br[C:2]1[CH:3]=[CH:4][C:5]2[N:6]([CH:8]=[N:9][N:10]=2)[CH:7]=1.[NH2:11][C:12]1[C:21]2[C:16](=[C:17](Br)[C:18]([CH3:22])=[CH:19][CH:20]=2)[N:15]=[N:14][C:13]=1[C:24]([NH2:26])=[O:25], predict the reaction product. (2) Given the reactants [CH3:1][O:2][C@H:3]1[CH2:7][CH2:6][N:5]([CH2:8][C:9]2[CH:14]=[CH:13][C:12]([N+:15]([O-])=O)=[CH:11][N:10]=2)[CH2:4]1, predict the reaction product. The product is: [CH3:1][O:2][C@H:3]1[CH2:7][CH2:6][N:5]([CH2:8][C:9]2[N:10]=[CH:11][C:12]([NH2:15])=[CH:13][CH:14]=2)[CH2:4]1.